Dataset: Full USPTO retrosynthesis dataset with 1.9M reactions from patents (1976-2016). Task: Predict the reactants needed to synthesize the given product. (1) Given the product [Cl:1][S:2]([C:5]1[CH:24]=[CH:23][C:22]([F:25])=[CH:21][C:6]=1[CH2:7][O:8][C@@H:9]1[CH2:13][CH2:12][N:11]([C:14]([O:16][C:17]([CH3:19])([CH3:20])[CH3:18])=[O:15])[CH2:10]1)(=[O:4])=[O:3], predict the reactants needed to synthesize it. The reactants are: [Cl:1][S:2]([C:5]1[CH:24]=[CH:23][C:22]([F:25])=[CH:21][C:6]=1[CH2:7][O:8][C@H:9]1[CH2:13][CH2:12][N:11]([C:14]([O:16][C:17]([CH3:20])([CH3:19])[CH3:18])=[O:15])[CH2:10]1)(=[O:4])=[O:3].BrC1C=CC(F)=CC=1CO[C@@H]1CCN(C(OC(C)(C)C)=O)C1. (2) Given the product [CH3:8][O:9][C:10]1[C:15]([CH3:16])=[CH:14][N:13]=[C:12]([CH2:17][NH:6][CH2:5][C:4]([O:3][CH3:2])=[O:7])[C:11]=1[CH3:19], predict the reactants needed to synthesize it. The reactants are: Cl.[CH3:2][O:3][C:4](=[O:7])[CH2:5][NH2:6].[CH3:8][O:9][C:10]1[C:15]([CH3:16])=[CH:14][N:13]=[C:12]([CH:17]=O)[C:11]=1[CH3:19].C(N(CC)CC)C.C(O[BH-](OC(=O)C)OC(=O)C)(=O)C.[Na+].C([O-])(O)=O.[Na+].